Dataset: Reaction yield outcomes from USPTO patents with 853,638 reactions. Task: Predict the reaction yield, written as a fraction of the theoretical maximum amount of product (1.0 means a 100% yield; for example, 0.34 means a 34% yield). (1) The reactants are C(O[N:19]1[C:24](=O)[CH2:23][CH2:22][C:20]1=O)(OCC1C2C(=CC=CC=2)C2C1=CC=CC=2)=O.Cl.N[C@@H:28](CC=CC)[C:29]([OH:31])=[O:30].C([O-])(O)=O.[Na+].Cl. The catalyst is CC(C)=O.O. The product is [CH2:24]([NH:19][CH2:28][C:29]([OH:31])=[O:30])[CH:23]=[CH:22][CH3:20]. The yield is 0.780. (2) The reactants are [Cl:1][C:2]1[N:7]=[C:6]([C:8]2[S:12][C:11]([C:13]([CH3:16])([CH3:15])[CH3:14])=[N:10][C:9]=2[C:17]2[CH:18]=[CH:19][C:20]([F:24])=[C:21]([CH:23]=2)[NH2:22])[CH:5]=[CH:4][N:3]=1.N1C=CC=CC=1.[F:31][C:32]1[CH:37]=[CH:36][CH:35]=[C:34]([F:38])[C:33]=1[S:39](Cl)(=[O:41])=[O:40]. The catalyst is C(Cl)Cl. The product is [Cl:1][C:2]1[N:7]=[C:6]([C:8]2[S:12][C:11]([C:13]([CH3:16])([CH3:15])[CH3:14])=[N:10][C:9]=2[C:17]2[CH:18]=[CH:19][C:20]([F:24])=[C:21]([NH:22][S:39]([C:33]3[C:34]([F:38])=[CH:35][CH:36]=[CH:37][C:32]=3[F:31])(=[O:41])=[O:40])[CH:23]=2)[CH:5]=[CH:4][N:3]=1. The yield is 0.622. (3) The reactants are [CH2:1]([N:3]([CH2:14][CH3:15])[CH2:4][CH2:5][O:6][C:7]1[CH:8]=[C:9]([NH2:13])[CH:10]=[CH:11][CH:12]=1)[CH3:2].C(N(CC)C[CH2:20][O:21][C:22]1C=CC=C([N+]([O-])=O)C=1)C.C[OH:34]. The catalyst is [Pd]. The product is [CH3:22][O:21][C:20](=[O:34])[C:12]1[CH:11]=[CH:10][C:9]([NH2:13])=[CH:8][C:7]=1[O:6][CH2:5][CH2:4][N:3]([CH2:1][CH3:2])[CH2:14][CH3:15]. The yield is 1.00.